From a dataset of Forward reaction prediction with 1.9M reactions from USPTO patents (1976-2016). Predict the product of the given reaction. (1) Given the reactants I[C:2]1[CH:3]=[C:4]2[C:9](=[CH:10][CH:11]=1)[N:8]=[CH:7][N:6]=[C:5]2[O:12][C:13]1[CH:18]=[CH:17][CH:16]=[CH:15][CH:14]=1.[C:19]([C:21]1([OH:28])[CH2:26][CH2:25][N:24]([CH3:27])[CH2:23][CH2:22]1)#[CH:20].C1C=CC(P(C2C=CC=CC=2)C2C=CC=CC=2)=CC=1, predict the reaction product. The product is: [CH3:27][N:24]1[CH2:25][CH2:26][C:21]([C:19]#[C:20][C:2]2[CH:3]=[C:4]3[C:9](=[CH:10][CH:11]=2)[N:8]=[CH:7][N:6]=[C:5]3[O:12][C:13]2[CH:18]=[CH:17][CH:16]=[CH:15][CH:14]=2)([OH:28])[CH2:22][CH2:23]1. (2) Given the reactants [NH2:1][C:2]1[CH:22]=[CH:21][C:5]([CH2:6][N:7]([CH:15]2[CH2:20][CH2:19][CH2:18][CH2:17][CH2:16]2)[C:8]([C:10]2[O:11][CH:12]=[CH:13][CH:14]=2)=[O:9])=[CH:4][CH:3]=1.C1C2C(COC([NH:40][C@H:41]([CH3:45])[C:42](O)=[O:43])=O)C3C(=CC=CC=3)C=2C=CC=1, predict the reaction product. The product is: [NH2:40][C@H:41]([CH3:45])[C:42]([NH:1][C:2]1[CH:3]=[CH:4][C:5]([CH2:6][N:7]([CH:15]2[CH2:20][CH2:19][CH2:18][CH2:17][CH2:16]2)[C:8]([C:10]2[O:11][CH:12]=[CH:13][CH:14]=2)=[O:9])=[CH:21][CH:22]=1)=[O:43]. (3) Given the reactants [Cl:1][C:2]1[CH:11]=[CH:10][CH:9]=[C:8]2[C:3]=1[CH:4]1[C:12](=C(C)C)[CH:7]2[CH2:6][CH2:5]1.[O:16]=[O+][O-].C1C=CC(P(C2C=CC=CC=2)C2C=CC=CC=2)=CC=1, predict the reaction product. The product is: [Cl:1][C:2]1[CH:11]=[CH:10][CH:9]=[C:8]2[C:3]=1[CH:4]1[C:12](=[O:16])[CH:7]2[CH2:6][CH2:5]1. (4) Given the reactants [Cl:1][C:2]1[CH:3]=[C:4]([C:8]2[C:9](=O)[O:10][C:11](=[O:13])[CH:12]=2)[CH:5]=[CH:6][CH:7]=1.O.[NH2:16][NH2:17], predict the reaction product. The product is: [Cl:1][C:2]1[CH:3]=[C:4]([C:8]2[CH:12]=[C:11]([OH:13])[N:17]=[N:16][C:9]=2[OH:10])[CH:5]=[CH:6][CH:7]=1. (5) Given the reactants [CH:1]1[CH:6]=[CH:5][C:4]([C:7]([C:9]2[CH:14]=[CH:13][C:12](O)=[CH:11][C:10]=2O)=[O:8])=[CH:3][CH:2]=1.C1C(O)=CC(O)=C(C(C2C=CC(O)=CC=2O)=O)C=1.COC1C=CC(C(C2C=CC=CC=2)=O)=C(O)C=1.COC1C=C(O)C(C(C2C=CC=CC=2)=O)=CC=1S(O)(=O)=O, predict the reaction product. The product is: [C:7]([C:9]1[CH:14]=[CH:13][CH:12]=[CH:11][CH:10]=1)(=[O:8])[C:4]1[CH:5]=[CH:6][CH:1]=[CH:2][CH:3]=1.